From a dataset of Full USPTO retrosynthesis dataset with 1.9M reactions from patents (1976-2016). Predict the reactants needed to synthesize the given product. (1) Given the product [N:41]1([CH2:2][CH2:3][CH2:4][O:5][C:6]2[CH:15]=[C:14]3[C:9]([C:10]([O:16][C:17]4[C:18]([C:27]([O:29][CH2:30][CH2:31][CH3:32])=[O:28])=[CH:19][C:20]5[C:25]([CH:26]=4)=[CH:24][CH:23]=[CH:22][CH:21]=5)=[CH:11][CH:12]=[N:13]3)=[CH:8][C:7]=2[O:33][CH3:34])[CH:45]=[CH:44][N:43]=[CH:42]1, predict the reactants needed to synthesize it. The reactants are: Cl[CH2:2][CH2:3][CH2:4][O:5][C:6]1[CH:15]=[C:14]2[C:9]([C:10]([O:16][C:17]3[C:18]([C:27]([O:29][CH2:30][CH2:31][CH3:32])=[O:28])=[CH:19][C:20]4[C:25]([CH:26]=3)=[CH:24][CH:23]=[CH:22][CH:21]=4)=[CH:11][CH:12]=[N:13]2)=[CH:8][C:7]=1[O:33][CH3:34].C(=O)([O-])[O-].[K+].[K+].[NH:41]1[CH:45]=[CH:44][N:43]=[CH:42]1.O. (2) The reactants are: [C:1](N1C=CN=C1)([N:3]1[CH:7]=[CH:6][N:5]=[CH:4]1)=[O:2].[CH2:13]([N:16]([CH2:36][CH:37]=[CH2:38])[C:17]1[N:22]=[C:21]([N:23]([CH2:27][CH:28]=[CH2:29])[CH2:24][CH:25]=[CH2:26])[N:20]=[C:19]([N:30]2[CH2:35][CH2:34][NH:33][CH2:32][CH2:31]2)[N:18]=1)[CH:14]=[CH2:15].C1CCN2C(=NCCC2)CC1.C(OCC)(=O)C. Given the product [N:3]1([C:1]([N:33]2[CH2:32][CH2:31][N:30]([C:19]3[N:18]=[C:17]([N:16]([CH2:13][CH:14]=[CH2:15])[CH2:36][CH:37]=[CH2:38])[N:22]=[C:21]([N:23]([CH2:24][CH:25]=[CH2:26])[CH2:27][CH:28]=[CH2:29])[N:20]=3)[CH2:35][CH2:34]2)=[O:2])[CH:7]=[CH:6][N:5]=[CH:4]1, predict the reactants needed to synthesize it. (3) Given the product [Cl:1][C:2]1[C:3]([NH:12][C:13]2[C:18]([Cl:19])=[CH:17][N:16]=[C:15]([NH:21][C:22]3[CH:35]=[CH:34][C:25]4[NH:26][C:27](=[O:33])[CH2:28][CH2:29][C:30]([CH3:32])([CH3:31])[C:24]=4[CH:23]=3)[N:14]=2)=[C:4]([CH:9]=[CH:10][CH:11]=1)[C:5]([NH:7][CH3:8])=[O:6], predict the reactants needed to synthesize it. The reactants are: [Cl:1][C:2]1[C:3]([NH:12][C:13]2[C:18]([Cl:19])=[CH:17][N:16]=[C:15](Cl)[N:14]=2)=[C:4]([CH:9]=[CH:10][CH:11]=1)[C:5]([NH:7][CH3:8])=[O:6].[NH2:21][C:22]1[CH:35]=[CH:34][C:25]2[NH:26][C:27](=[O:33])[CH2:28][CH2:29][C:30]([CH3:32])([CH3:31])[C:24]=2[CH:23]=1.Cl. (4) Given the product [C:1]([O:5][C:6]([N:8]1[CH:14]2[CH2:15][CH2:16][CH:9]1[CH2:10][N:11]([C:18]1[CH:19]=[N:20][C:21]([NH:24][C:26]3[N:27]=[CH:28][C:29]4[CH:34]=[C:33]([C:35](=[O:36])[N:37]([CH3:38])[CH3:39])[N:32]([CH:40]5[CH2:44][CH2:43][CH2:42][CH2:41]5)[C:30]=4[N:31]=3)=[CH:22][CH:23]=1)[C:12](=[O:17])[CH2:13]2)=[O:7])([CH3:4])([CH3:2])[CH3:3], predict the reactants needed to synthesize it. The reactants are: [C:1]([O:5][C:6]([N:8]1[CH:14]2[CH2:15][CH2:16][CH:9]1[CH2:10][N:11]([C:18]1[CH:19]=[N:20][C:21]([NH2:24])=[CH:22][CH:23]=1)[C:12](=[O:17])[CH2:13]2)=[O:7])([CH3:4])([CH3:3])[CH3:2].Cl[C:26]1[N:27]=[CH:28][C:29]2[CH:34]=[C:33]([C:35]([N:37]([CH3:39])[CH3:38])=[O:36])[N:32]([CH:40]3[CH2:44][CH2:43][CH2:42][CH2:41]3)[C:30]=2[N:31]=1. (5) Given the product [O:1]=[C:2]1[C:10](=[CH:31][C:26]2[NH:27][C:28]3[C:24]([CH:25]=2)=[CH:23][C:22]([O:21][CH2:20][CH2:19][N:14]2[CH2:18][CH2:17][CH2:16][CH2:15]2)=[CH:30][CH:29]=3)[C:9]2[C:4](=[CH:5][CH:6]=[C:7]([C:11]([OH:13])=[O:12])[CH:8]=2)[NH:3]1, predict the reactants needed to synthesize it. The reactants are: [O:1]=[C:2]1[CH2:10][C:9]2[C:4](=[CH:5][CH:6]=[C:7]([C:11]([OH:13])=[O:12])[CH:8]=2)[NH:3]1.[N:14]1([CH2:19][CH2:20][O:21][C:22]2[CH:23]=[C:24]3[C:28](=[CH:29][CH:30]=2)[NH:27][C:26]([CH:31]=O)=[CH:25]3)[CH2:18][CH2:17][CH2:16][CH2:15]1.